This data is from Full USPTO retrosynthesis dataset with 1.9M reactions from patents (1976-2016). The task is: Predict the reactants needed to synthesize the given product. (1) Given the product [Cl:3][C:4]1[CH:5]=[C:6]([CH:17]=[C:18]([Cl:20])[CH:19]=1)[O:7][C:8]1[C:12]([CH2:13][CH3:14])=[N:11][N:10]([CH2:24][C:25]#[N:26])[C:9]=1[CH2:15][CH3:16], predict the reactants needed to synthesize it. The reactants are: [H-].[Na+].[Cl:3][C:4]1[CH:5]=[C:6]([CH:17]=[C:18]([Cl:20])[CH:19]=1)[O:7][C:8]1[C:9]([CH2:15][CH3:16])=[N:10][NH:11][C:12]=1[CH2:13][CH3:14].[H][H].Br[CH2:24][C:25]#[N:26]. (2) Given the product [CH2:13]([C:12]1[N:1]=[C:2]2[C:3]([C:4]#[N:5])=[CH:6][CH:7]=[CH:8][N:9]2[CH:11]=1)[CH3:14], predict the reactants needed to synthesize it. The reactants are: [NH2:1][C:2]1[N:9]=[CH:8][CH:7]=[CH:6][C:3]=1[C:4]#[N:5].Br[CH2:11][C:12](=O)[CH2:13][CH3:14].C(=O)(O)[O-].[Na+]. (3) Given the product [OH:10][CH2:9][CH2:8][C:4]1[CH:3]=[C:2]([N:12]2[CH2:13][CH2:14][O:18][C:17]2=[O:20])[CH:7]=[CH:6][CH:5]=1, predict the reactants needed to synthesize it. The reactants are: Br[C:2]1[CH:3]=[C:4]([CH2:8][CH2:9][OH:10])[CH:5]=[CH:6][CH:7]=1.C[NH:12][CH2:13][CH2:14]NC.[C:17](=[O:20])([O-])[O-:18].[K+].[K+].[Cl-].[NH4+]. (4) Given the product [O:34]=[S:2]1(=[O:1])[C:7]2[CH:8]=[CH:9][CH:10]=[CH:11][C:6]=2[NH:5][C:4]([C:12]2[C:13](=[O:33])[N:14]([NH:23][CH:24]3[CH2:25][CH2:26][CH:27]([CH:30]([CH3:32])[CH3:31])[CH2:28][CH2:29]3)[C:15]3[C:20]([C:21]=2[OH:22])=[CH:19][CH:18]=[CH:17][CH:16]=3)=[N:3]1, predict the reactants needed to synthesize it. The reactants are: [O:1]=[S:2]1(=[O:34])[C:7]2[CH:8]=[CH:9][CH:10]=[CH:11][C:6]=2[NH:5][C:4]([C:12]2[C:13](=[O:33])[N:14]([N:23]=[C:24]3[CH2:29][CH2:28][CH:27]([CH:30]([CH3:32])[CH3:31])[CH2:26][CH2:25]3)[C:15]3[C:20]([C:21]=2[OH:22])=[CH:19][CH:18]=[CH:17][CH:16]=3)=[N:3]1.CO.[BH4-].[Li+].Cl. (5) Given the product [NH:19]1[C:18]2[CH:20]=[CH:21][CH:22]=[CH:23][C:17]=2[N:16]=[C:15]1[NH:14][CH2:13][CH2:12][CH2:11][N:8]1[CH2:9][CH2:10][N:5]([CH2:4][CH2:3][CH2:2][N:1]2[CH2:34][CH2:33][CH2:32][CH2:31]2)[CH2:6][CH2:7]1, predict the reactants needed to synthesize it. The reactants are: [NH2:1][CH2:2][CH2:3][CH2:4][N:5]1[CH2:10][CH2:9][N:8]([CH2:11][CH2:12][CH2:13][NH:14][C:15]2[NH:19][C:18]3[CH:20]=[CH:21][CH:22]=[CH:23][C:17]=3[N:16]=2)[CH2:7][CH2:6]1.C(=O)([O-])[O-].[K+].[K+].Br[CH2:31][CH2:32][CH2:33][CH2:34]Br.